From a dataset of Reaction yield outcomes from USPTO patents with 853,638 reactions. Predict the reaction yield, written as a fraction of the theoretical maximum amount of product (1.0 means a 100% yield; for example, 0.34 means a 34% yield). (1) The reactants are [NH2:1][C:2]1[C:11]2[CH:10]=[CH:9][CH:8]=[C:7](Br)[C:6]=2[N:5]=[C:4]2[CH2:13][N:14]([CH:17]3[CH2:20][CH2:19][CH2:18]3)[C:15](=[O:16])[C:3]=12.[F:21][C:22]1[CH:27]=[CH:26][CH:25]=[CH:24][C:23]=1B(O)O. No catalyst specified. The product is [NH2:1][C:2]1[C:11]2[CH:10]=[CH:9][CH:8]=[C:7]([C:23]3[CH:24]=[CH:25][CH:26]=[CH:27][C:22]=3[F:21])[C:6]=2[N:5]=[C:4]2[CH2:13][N:14]([CH:17]3[CH2:20][CH2:19][CH2:18]3)[C:15](=[O:16])[C:3]=12. The yield is 0.560. (2) The reactants are [F:1][C:2]1[CH:26]=[CH:25][CH:24]=[C:23]([F:27])[C:3]=1[C:4]([NH:6][C:7]1[S:8][C:9]([C:16]2[CH:21]=[CH:20][CH:19]=[C:18]([F:22])[CH:17]=2)=[C:10]([C:12](OC)=[O:13])[N:11]=1)=[O:5].[H-].[Al+3].[Li+].[H-].[H-].[H-]. The catalyst is C1COCC1. The product is [F:1][C:2]1[CH:26]=[CH:25][CH:24]=[C:23]([F:27])[C:3]=1[C:4]([NH:6][C:7]1[S:8][C:9]([C:16]2[CH:21]=[CH:20][CH:19]=[C:18]([F:22])[CH:17]=2)=[C:10]([CH2:12][OH:13])[N:11]=1)=[O:5]. The yield is 0.920. (3) The reactants are [Cl:1][C:2]1[CH:3]=[C:4]([CH:8]=[CH:9][C:10]=1[C:11]1[C:15]2[CH:16]=[C:17]([C:20]3[O:21][C:22]([CH3:25])=[N:23][N:24]=3)[CH:18]=[CH:19][C:14]=2[O:13][CH:12]=1)[C:5]([OH:7])=O.Cl.[CH3:27][NH:28]OC. No catalyst specified. The product is [Cl:1][C:2]1[CH:3]=[C:4]([CH:8]=[CH:9][C:10]=1[C:11]1[C:15]2[CH:16]=[C:17]([C:20]3[O:21][C:22]([CH3:25])=[N:23][N:24]=3)[CH:18]=[CH:19][C:14]=2[O:13][CH:12]=1)[C:5]([NH:28][CH3:27])=[O:7]. The yield is 0.210.